From a dataset of Reaction yield outcomes from USPTO patents with 853,638 reactions. Predict the reaction yield, written as a fraction of the theoretical maximum amount of product (1.0 means a 100% yield; for example, 0.34 means a 34% yield). The reactants are Cl[C:2]1[N:3]=[CH:4][C:5]2[CH:10]=[C:9]([C:11]([N:13]([CH3:15])[CH3:14])=[O:12])[N:8]([CH:16]3[CH2:22][CH2:21][CH2:20][CH2:19][CH2:18][CH2:17]3)[C:6]=2[N:7]=1.[NH2:23][C:24]1[N:29]=[CH:28][C:27]([N:30]2[C:35](=[O:36])[CH2:34][C@H:33]3[CH2:37][N:38](C(OC(C)(C)C)=O)[CH2:39][C@H:32]3[CH2:31]2)=[CH:26][CH:25]=1. No catalyst specified. The product is [CH:16]1([N:8]2[C:6]3[N:7]=[C:2]([NH:23][C:24]4[CH:25]=[CH:26][C:27]([N:30]5[C:35](=[O:36])[CH2:34][C@H:33]6[CH2:37][NH:38][CH2:39][C@H:32]6[CH2:31]5)=[CH:28][N:29]=4)[N:3]=[CH:4][C:5]=3[CH:10]=[C:9]2[C:11]([N:13]([CH3:15])[CH3:14])=[O:12])[CH2:22][CH2:21][CH2:20][CH2:19][CH2:18][CH2:17]1. The yield is 0.860.